From a dataset of Catalyst prediction with 721,799 reactions and 888 catalyst types from USPTO. Predict which catalyst facilitates the given reaction. (1) Reactant: [O:1]1[CH:5]=[CH:4][CH:3]=[C:2]1[CH2:6][C:7]1[O:11][N:10]=[C:9]([C:12]([O:14]CC)=[O:13])[CH:8]=1.C(O)C.[OH-].[Na+]. Product: [O:1]1[CH:5]=[CH:4][CH:3]=[C:2]1[CH2:6][C:7]1[O:11][N:10]=[C:9]([C:12]([OH:14])=[O:13])[CH:8]=1. The catalyst class is: 6. (2) Product: [CH2:1]([N:3]1[CH2:4][CH2:5][N:6]([CH2:9][C:10]2[CH:19]=[CH:18][C:13]([C:14]([NH:21][C@H:22]3[C@H:27]4[C@@H:23]3[O:24][C:25]3[CH:31]=[CH:30][C:29]([O:32][C:33]5[C:34]6[CH2:35][CH2:36][C:37](=[O:43])[NH:38][C:39]=6[N:40]=[CH:41][CH:42]=5)=[CH:28][C:26]=34)=[O:16])=[CH:12][C:11]=2[CH3:20])[CH2:7][CH2:8]1)[CH3:2]. The catalyst class is: 3. Reactant: [CH2:1]([N:3]1[CH2:8][CH2:7][N:6]([CH2:9][C:10]2[CH:19]=[CH:18][C:13]([C:14]([O:16]C)=O)=[CH:12][C:11]=2[CH3:20])[CH2:5][CH2:4]1)[CH3:2].[NH2:21][C@H:22]1[C@H:27]2[C@@H:23]1[O:24][C:25]1[CH:31]=[CH:30][C:29]([O:32][C:33]3[CH:42]=[CH:41][N:40]=[C:39]4[C:34]=3[CH2:35][CH2:36][C:37](=[O:43])[NH:38]4)=[CH:28][C:26]=12.CN(C(ON1N=NC2C=CC=NC1=2)=[N+](C)C)C.F[P-](F)(F)(F)(F)F.CCN(C(C)C)C(C)C. (3) Reactant: [Br:1][C:2]1[C:3]([CH3:10])=[C:4]([Cl:9])[C:5]([OH:8])=[N:6][CH:7]=1.[CH3:11][N:12]1[CH2:17][CH2:16][N:15]([CH2:18][CH2:19]O)[CH2:14][CH2:13]1.C1C=CC(P(C2C=CC=CC=2)C2C=CC=CC=2)=CC=1.N(C(OC(C)(C)C)=O)=NC(OC(C)(C)C)=O. Product: [Br:1][C:2]1[C:3]([CH3:10])=[C:4]([Cl:9])[C:5]([O:8][CH2:19][CH2:18][N:15]2[CH2:16][CH2:17][N:12]([CH3:11])[CH2:13][CH2:14]2)=[N:6][CH:7]=1. The catalyst class is: 11. (4) Reactant: [NH2:1][C:2]1[C:7]([F:8])=[C:6]([Cl:9])[N:5]=[C:4]([C:10]([O:12][CH3:13])=[O:11])[CH:3]=1.[Br:14]N1C(C)(C)C(=O)N(Br)C1=O.OS([O-])=O.[Na+].CCOC(C)=O. Product: [NH2:1][C:2]1[C:7]([F:8])=[C:6]([Cl:9])[N:5]=[C:4]([C:10]([O:12][CH3:13])=[O:11])[C:3]=1[Br:14]. The catalyst class is: 26. (5) Reactant: F[B-](F)(F)F.F[B-](F)(F)F.ClC[N+]12CC[N+]([F:21])(CC1)CC2.[C:22]([O:26][C:27](=[O:44])[C:28]1[C:33]([NH:34][C:35]2[CH:40]=[CH:39][C:38]([Br:41])=[CH:37][C:36]=2[Cl:42])=[CH:32][C:31]([NH2:43])=[N:30][CH:29]=1)([CH3:25])([CH3:24])[CH3:23].CO.O. Product: [C:22]([O:26][C:27](=[O:44])[C:28]1[C:33]([NH:34][C:35]2[CH:40]=[CH:39][C:38]([Br:41])=[CH:37][C:36]=2[Cl:42])=[C:32]([F:21])[C:31]([NH2:43])=[N:30][CH:29]=1)([CH3:25])([CH3:23])[CH3:24]. The catalyst class is: 161. (6) Reactant: [F:1][C:2]([F:13])([F:12])[C:3](O[C:3](=[O:4])[C:2]([F:13])([F:12])[F:1])=[O:4].[CH2:14]([O:16][C:17](=[O:47])[C:18]([CH3:46])([O:35][C:36]1[CH:41]=[CH:40][C:39]([C:42]([F:45])([F:44])[F:43])=[CH:38][CH:37]=1)[CH:19]([C:21]1[CH:26]=[CH:25][CH:24]=[C:23]([O:27][CH2:28][C:29]2[CH:34]=[CH:33][CH:32]=[CH:31][CH:30]=2)[CH:22]=1)[OH:20])[CH3:15].N1C=CC=CC=1. Product: [CH2:14]([O:16][C:17](=[O:47])[C:18]([CH3:46])([O:35][C:36]1[CH:37]=[CH:38][C:39]([C:42]([F:43])([F:45])[F:44])=[CH:40][CH:41]=1)[CH:19]([C:21]1[CH:26]=[CH:25][CH:24]=[C:23]([O:27][CH2:28][C:29]2[CH:34]=[CH:33][CH:32]=[CH:31][CH:30]=2)[CH:22]=1)[O:20][C:3](=[O:4])[C:2]([F:13])([F:12])[F:1])[CH3:15]. The catalyst class is: 2. (7) Reactant: FC(F)(F)C(O)=O.[Cl:8][C:9]1[CH:10]=[C:11]([CH:15]2[C:19]([C:22]3[CH:27]=[CH:26][C:25]([Cl:28])=[CH:24][CH:23]=3)([C:20]#[N:21])[CH:18]([CH:29]3[CH2:34][CH2:33][CH2:32][CH2:31][CH2:30]3)[NH:17][CH:16]2[C:35](O)=[O:36])[CH:12]=[CH:13][CH:14]=1.CC1(C)[O:43][C@@H:42]([CH2:44][CH2:45][NH2:46])[CH2:41][O:40]1.CN(C(ON1N=NC2C=CC=NC1=2)=[N+](C)C)C.F[P-](F)(F)(F)(F)F.CCN(C(C)C)C(C)C.Cl. Product: [OH:43][C@H:42]([CH2:41][OH:40])[CH2:44][CH2:45][NH:46][C:35]([CH:16]1[CH:15]([C:11]2[CH:12]=[CH:13][CH:14]=[C:9]([Cl:8])[CH:10]=2)[C:19]([C:22]2[CH:27]=[CH:26][C:25]([Cl:28])=[CH:24][CH:23]=2)([C:20]#[N:21])[CH:18]([CH:29]2[CH2:34][CH2:33][CH2:32][CH2:31][CH2:30]2)[NH:17]1)=[O:36]. The catalyst class is: 539.